From a dataset of Retrosynthesis with 50K atom-mapped reactions and 10 reaction types from USPTO. Predict the reactants needed to synthesize the given product. Given the product COCOc1cc(OC)ccc1C(=O)N(C)OC, predict the reactants needed to synthesize it. The reactants are: CNOC.COCOc1cc(OC)ccc1C(=O)O.